This data is from Catalyst prediction with 721,799 reactions and 888 catalyst types from USPTO. The task is: Predict which catalyst facilitates the given reaction. (1) Reactant: P(Cl)(Cl)[Cl:2].C(NC(C)C)(C)C.[CH:12]([N:15]([PH:19][N:20]([CH:24]([CH3:26])[CH3:25])[CH:21]([CH3:23])[CH3:22])[CH:16]([CH3:18])[CH3:17])([CH3:14])[CH3:13].C(O)C. Product: [CH:24]([N:20]([P:19]([N:15]([CH:12]([CH3:14])[CH3:13])[CH:16]([CH3:17])[CH3:18])[Cl:2])[CH:21]([CH3:23])[CH3:22])([CH3:26])[CH3:25]. The catalyst class is: 11. (2) Reactant: [CH2:1]([N:8]([C@H:13]1[C@H:17]([OH:18])[CH2:16][CH2:15][C:14]1([F:20])[F:19])[C:9](=[O:12])[CH2:10]Cl)[C:2]1[CH:7]=[CH:6][CH:5]=[CH:4][CH:3]=1.CC([O-])(C)C.[K+].C1COCC1. Product: [CH2:1]([N:8]1[C:9](=[O:12])[CH2:10][O:18][C@@H:17]2[CH2:16][CH2:15][C:14]([F:20])([F:19])[C@@H:13]12)[C:2]1[CH:7]=[CH:6][CH:5]=[CH:4][CH:3]=1. The catalyst class is: 218.